Dataset: Full USPTO retrosynthesis dataset with 1.9M reactions from patents (1976-2016). Task: Predict the reactants needed to synthesize the given product. The reactants are: [CH3:1][O:2][C:3]1[CH:4]=[CH:5][C:6]([NH:11][C:12]2[C:13]3[N:14]([CH:27]=[CH:28][N:29]=3)[N:15]=[C:16]([C:18]3[CH:26]=[CH:25][C:21]([C:22](O)=[O:23])=[CH:20][CH:19]=3)[CH:17]=2)=[N:7][C:8]=1[O:9][CH3:10].Cl.[NH2:31][CH2:32][CH2:33][C:34]1[CH:39]=[CH:38][N:37]([CH3:40])[C:36](=[O:41])[CH:35]=1.CN1C=CN=C1.CCN=C=NCCCN(C)C. Given the product [CH3:1][O:2][C:3]1[CH:4]=[CH:5][C:6]([NH:11][C:12]2[C:13]3[N:14]([CH:27]=[CH:28][N:29]=3)[N:15]=[C:16]([C:18]3[CH:26]=[CH:25][C:21]([C:22]([NH:31][CH2:32][CH2:33][C:34]4[CH:39]=[CH:38][N:37]([CH3:40])[C:36](=[O:41])[CH:35]=4)=[O:23])=[CH:20][CH:19]=3)[CH:17]=2)=[N:7][C:8]=1[O:9][CH3:10], predict the reactants needed to synthesize it.